The task is: Predict which catalyst facilitates the given reaction.. This data is from Catalyst prediction with 721,799 reactions and 888 catalyst types from USPTO. (1) Reactant: [F:1][C:2]1[CH:3]=[C:4]([OH:12])[CH:5]=[C:6]([C:8]([F:11])([F:10])[F:9])[CH:7]=1.[H-].[Na+].[Cl:15][C:16]1[N:17]=[N:18][CH:19]=[C:20](Cl)[CH:21]=1. Product: [Cl:15][C:16]1[N:17]=[N:18][CH:19]=[C:20]([O:12][C:4]2[CH:5]=[C:6]([C:8]([F:10])([F:11])[F:9])[CH:7]=[C:2]([F:1])[CH:3]=2)[CH:21]=1. The catalyst class is: 9. (2) Reactant: [H-].[Al+3].[Li+].[H-].[H-].[H-].[CH2:7]([C:9]1[C:21]([C:22](OCC)=[O:23])=[C:12]2[C:13]3[CH:19]=[C:18]([CH3:20])[O:17][C:14]=3[CH:15]=[CH:16][N:11]2[N:10]=1)[CH3:8].O.O.O.O.O.O.O.O.O.O.S([O-])([O-])(=O)=O.[Na+].[Na+]. Product: [CH2:7]([C:9]1[C:21]([CH2:22][OH:23])=[C:12]2[C:13]3[CH:19]=[C:18]([CH3:20])[O:17][C:14]=3[CH:15]=[CH:16][N:11]2[N:10]=1)[CH3:8]. The catalyst class is: 7. (3) Reactant: [C:1]([C:3]1[CH:4]=[CH:5][C:6]([F:35])=[C:7]2[C:11]=1[N:10]([S:12]([C:15]1[CH:21]=[CH:20][C:18]([CH3:19])=[CH:17][CH:16]=1)(=[O:14])=[O:13])[C:9]([C:22]1[CH2:27][CH2:26][N:25](C(OC(C)(C)C)=O)[CH2:24][CH:23]=1)=[CH:8]2)#[N:2].[ClH:36].CCOC(C)=O. Product: [ClH:36].[F:35][C:6]1[CH:5]=[CH:4][C:3]([C:1]#[N:2])=[C:11]2[C:7]=1[CH:8]=[C:9]([C:22]1[CH2:27][CH2:26][NH:25][CH2:24][CH:23]=1)[N:10]2[S:12]([C:15]1[CH:21]=[CH:20][C:18]([CH3:19])=[CH:17][CH:16]=1)(=[O:13])=[O:14]. The catalyst class is: 25. (4) Reactant: [Cl:1][C:2]1[CH:7]=[CH:6][CH:5]=[C:4]([F:8])[C:3]=1[NH:9][C:10]1[NH:11][C:12]2[C:18]3[CH2:19][C:20]([CH3:23])([CH3:22])[O:21][C:17]=3[C:16]([C:24](O)=[O:25])=[CH:15][C:13]=2[N:14]=1.S(Cl)(Cl)=O.[NH2:31][C:32]1[CH:37]=[CH:36][C:35]([C:38]([F:41])([F:40])[F:39])=[CH:34][N+:33]=1[O-:42].CCN(C(C)C)C(C)C. Product: [Cl:1][C:2]1[CH:7]=[CH:6][CH:5]=[C:4]([F:8])[C:3]=1[NH:9][C:10]1[NH:11][C:12]2[C:18]3[CH2:19][C:20]([CH3:22])([CH3:23])[O:21][C:17]=3[C:16]([C:24]([NH:31][C:32]3[CH:37]=[CH:36][C:35]([C:38]([F:39])([F:41])[F:40])=[CH:34][N+:33]=3[O-:42])=[O:25])=[CH:15][C:13]=2[N:14]=1. The catalyst class is: 1. (5) The catalyst class is: 182. Reactant: CON(C)[C:4](=O)[C:5]1[CH:10]=[CH:9][C:8]([F:11])=[CH:7][C:6]=1[NH:12][CH2:13][CH3:14].[H-].[H-].[H-].[H-].[Li+].[Al+3].C1(P(=[CH:42][C:43]([O:45][CH3:46])=[O:44])(C2C=CC=CC=2)C2C=CC=CC=2)C=CC=CC=1. Product: [CH3:46][O:45][C:43](=[O:44])[CH:42]=[CH:4][C:5]1[CH:10]=[CH:9][C:8]([F:11])=[CH:7][C:6]=1[NH:12][CH2:13][CH3:14]. (6) The catalyst class is: 2. Product: [F:34][C:31]1[N:30]=[CH:29][C:28]([NH:27][C:25]([C@@H:21]2[CH2:22][CH2:23][CH2:24][N:20]2[C:18]2[N:19]=[C:14]([NH:13][C:10]3[CH:9]=[C:8]([C:5]([OH:4])([CH3:6])[CH3:7])[NH:12][N:11]=3)[C:15]3[CH2:37][CH2:36][CH2:35][C:16]=3[N:17]=2)=[O:26])=[CH:33][CH:32]=1. Reactant: C([O:4][C:5]([C:8]1[NH:12][N:11]=[C:10]([NH:13][C:14]2[C:15]3[CH2:37][CH2:36][CH2:35][C:16]=3[N:17]=[C:18]([N:20]3[CH2:24][CH2:23][CH2:22][C@H:21]3[C:25]([NH:27][C:28]3[CH:29]=[N:30][C:31]([F:34])=[CH:32][CH:33]=3)=[O:26])[N:19]=2)[CH:9]=1)([CH3:7])[CH3:6])C=C.FC(F)(F)C(O)=O. (7) Reactant: [F:1][C:2]1[CH:7]=[C:6]([F:8])[CH:5]=[CH:4][C:3]=1/[CH:9]=[C:10](\I)/[CH:11]=[O:12].CC1(C)C(C)(C)OB([C:22]2[CH:23]=[CH:24][C:25]3[O:30][CH2:29][C:28](=[O:31])[NH:27][C:26]=3[CH:32]=2)O1.C([O-])([O-])=O.[Cs+].[Cs+].C1COCC1. Product: [F:1][C:2]1[CH:7]=[C:6]([F:8])[CH:5]=[CH:4][C:3]=1/[CH:9]=[C:10](\[C:22]1[CH:23]=[CH:24][C:25]2[O:30][CH2:29][C:28](=[O:31])[NH:27][C:26]=2[CH:32]=1)/[CH:11]=[O:12]. The catalyst class is: 69. (8) Reactant: [NH2:1][C:2]1[CH:15]=[CH:14][CH:13]=[CH:12][C:3]=1[CH2:4][N:5]1[CH2:10][CH2:9][CH2:8][O:7][C:6]1=[O:11].C(N(CC)CC)C.[F:23][C:24]([F:37])([F:36])[S:25](O[S:25]([C:24]([F:37])([F:36])[F:23])(=[O:27])=[O:26])(=[O:27])=[O:26].O.Cl. Product: [F:23][C:24]([F:37])([F:36])[S:25]([NH:1][C:2]1[CH:15]=[CH:14][CH:13]=[CH:12][C:3]=1[CH2:4][N:5]1[CH2:10][CH2:9][CH2:8][O:7][C:6]1=[O:11])(=[O:27])=[O:26]. The catalyst class is: 146. (9) Reactant: FC(F)(F)C(O)=O.[OH:8][CH:9]1[CH2:14][CH2:13][CH2:12][N:11]([C:15]2[CH:24]=[C:23]3[C:18]([CH:19]=[C:20]([C:26]4[CH:31]=[CH:30][CH:29]=[CH:28][C:27]=4[N:32]4[CH2:37][CH2:36][N:35](C(OC(C)(C)C)=O)[CH2:34][CH2:33]4)[NH:21][C:22]3=[O:25])=[CH:17][CH:16]=2)[CH2:10]1. Product: [OH:8][CH:9]1[CH2:14][CH2:13][CH2:12][N:11]([C:15]2[CH:24]=[C:23]3[C:18]([CH:19]=[C:20]([C:26]4[CH:31]=[CH:30][CH:29]=[CH:28][C:27]=4[N:32]4[CH2:37][CH2:36][NH:35][CH2:34][CH2:33]4)[NH:21][C:22]3=[O:25])=[CH:17][CH:16]=2)[CH2:10]1. The catalyst class is: 4.